Dataset: Forward reaction prediction with 1.9M reactions from USPTO patents (1976-2016). Task: Predict the product of the given reaction. (1) Given the reactants [F:1][C:2]1[C:10]2[N:9]=[C:8]([CH:11]([C:13]3[N:14]([CH3:39])[C:15]4[CH:21]=[C:20]([C:22]([NH:24][CH2:25][CH2:26][O:27][C:28]5[CH:38]=[CH:37][CH:36]=[CH:35][C:29]=5[C:30]([O:32]CC)=[O:31])=[O:23])[CH:19]=[CH:18][C:16]=4[N:17]=3)[CH3:12])[NH:7][C:6]=2[C:5]([F:40])=[C:4]([F:41])[CH:3]=1.[OH-].[Na+].Cl, predict the reaction product. The product is: [F:1][C:2]1[C:10]2[N:9]=[C:8]([CH:11]([C:13]3[N:14]([CH3:39])[C:15]4[CH:21]=[C:20]([C:22]([NH:24][CH2:25][CH2:26][O:27][C:28]5[CH:38]=[CH:37][CH:36]=[CH:35][C:29]=5[C:30]([OH:32])=[O:31])=[O:23])[CH:19]=[CH:18][C:16]=4[N:17]=3)[CH3:12])[NH:7][C:6]=2[C:5]([F:40])=[C:4]([F:41])[CH:3]=1. (2) Given the reactants C(N(CC)CC)C.C1(O[C:15](=[O:27])[NH:16][C:17]2[N:18]=[C:19]3[CH:24]=[CH:23][C:22]([Br:25])=[CH:21][N:20]3[CH:26]=2)C=CC=CC=1.Cl.[CH:29]([N:32]1[N:36]=[N:35][C:34]([CH2:37][CH2:38][NH2:39])=[N:33]1)([CH3:31])[CH3:30], predict the reaction product. The product is: [Br:25][C:22]1[CH:23]=[CH:24][C:19]2[N:20]([CH:26]=[C:17]([NH:16][C:15]([NH:39][CH2:38][CH2:37][C:34]3[N:35]=[N:36][N:32]([CH:29]([CH3:31])[CH3:30])[N:33]=3)=[O:27])[N:18]=2)[CH:21]=1. (3) Given the reactants [Li+].[CH3:2]CC[CH2-].C(NC(C)C)(C)C.CN1C(=O)N(C)CCC1.[CH3:22][C:23]1[CH2:24][C:25]2([CH2:31][CH:32]([CH3:34])[CH:33]=1)[C:29](=[O:30])[CH2:28][CH2:27][CH2:26]2.CI.C(O)(=O)C, predict the reaction product. The product is: [CH3:2][CH:28]1[CH2:27][CH2:26][C:25]2([CH2:31][CH:32]([CH3:34])[CH:33]=[C:23]([CH3:22])[CH2:24]2)[C:29]1=[O:30]. (4) Given the reactants [CH3:1][C:2](=[CH:6][C:7]1[CH:12]=[CH:11][C:10]([N+:13]([O-])=O)=[CH:9][CH:8]=1)[C:3]([OH:5])=[O:4].[CH3:16]O.O.O.Cl[Sn]Cl, predict the reaction product. The product is: [CH3:16][O:5][C:3](=[O:4])/[C:2](/[CH3:1])=[CH:6]/[C:7]1[CH:12]=[CH:11][C:10]([NH2:13])=[CH:9][CH:8]=1. (5) Given the reactants Cl.[CH3:2][O:3][C:4]1[C:12]2[O:11][C:10]([CH3:14])([CH3:13])[CH2:9][C:8]=2[C:7]([C:15]2[C:16]([CH3:28])([CH3:27])[C:17](=[O:26])[N:18]([CH:20]3[CH2:25][CH2:24][NH:23][CH2:22][CH2:21]3)[N:19]=2)=[CH:6][CH:5]=1.[C:29]([C:31]1[CH:36]=[CH:35][CH:34]=[CH:33][C:32]=1[S:37](Cl)(=[O:39])=[O:38])#[N:30], predict the reaction product. The product is: [CH3:2][O:3][C:4]1[C:12]2[O:11][C:10]([CH3:14])([CH3:13])[CH2:9][C:8]=2[C:7]([C:15]2[C:16]([CH3:28])([CH3:27])[C:17](=[O:26])[N:18]([CH:20]3[CH2:25][CH2:24][N:23]([S:37]([C:32]4[CH:33]=[CH:34][CH:35]=[CH:36][C:31]=4[C:29]#[N:30])(=[O:39])=[O:38])[CH2:22][CH2:21]3)[N:19]=2)=[CH:6][CH:5]=1. (6) Given the reactants O[C:2]1[CH:7]=[CH:6][C:5]([CH:8]2[CH2:13][CH2:12][CH:11]([CH:14]3[CH2:19][CH2:18][CH:17]([CH2:20][CH2:21][CH3:22])[CH2:16][CH2:15]3)[CH2:10][CH2:9]2)=[CH:4][C:3]=1[CH2:23][CH2:24][C:25]([O:27]CC)=[O:26].C1(C)C=CC(S(O)(=O)=O)=CC=1, predict the reaction product. The product is: [CH2:20]([CH:17]1[CH2:18][CH2:19][CH:14]([CH:11]2[CH2:10][CH2:9][CH:8]([C:5]3[CH:4]=[C:3]4[C:2](=[CH:7][CH:6]=3)[O:26][C:25](=[O:27])[CH2:24][CH2:23]4)[CH2:13][CH2:12]2)[CH2:15][CH2:16]1)[CH2:21][CH3:22]. (7) Given the reactants [C:1](=[O:8])([O:3][C:4]([CH3:7])([CH3:6])[CH3:5])[NH2:2].[OH-].[Na+].C([O:15]Cl)(C)(C)C.[Br:17][C:18]1[CH:19]=[C:20]([CH:23]=[CH:24][CH:25]=1)[CH:21]=[CH2:22], predict the reaction product. The product is: [C:4]([O:3][C:1]([NH:2][C@@H:21]([C:20]1[CH:23]=[CH:24][CH:25]=[C:18]([Br:17])[CH:19]=1)[CH2:22][OH:15])=[O:8])([CH3:7])([CH3:6])[CH3:5].